From a dataset of Catalyst prediction with 721,799 reactions and 888 catalyst types from USPTO. Predict which catalyst facilitates the given reaction. (1) Reactant: C(O)(=O)/C=C/C(O)=O.Cl.[NH2:10][C@:11]([CH3:34])([CH2:14][CH2:15][C:16]1[N:17]([CH3:33])[C:18]([C:21](=[O:32])[CH2:22][CH2:23][CH2:24][C:25]2[CH:30]=[CH:29][C:28]([CH3:31])=[CH:27][CH:26]=2)=[CH:19][CH:20]=1)[CH2:12][OH:13]. Product: [NH2:10][C@:11]([CH3:34])([CH2:14][CH2:15][C:16]1[N:17]([CH3:33])[C:18]([C:21](=[O:32])[CH2:22][CH2:23][CH2:24][C:25]2[CH:30]=[CH:29][C:28]([CH3:31])=[CH:27][CH:26]=2)=[CH:19][CH:20]=1)[CH2:12][OH:13]. The catalyst class is: 8. (2) Product: [N:16]([CH2:15][CH2:14][CH2:13][CH2:12][CH2:11][CH2:10][O:9][C@H:6]1[CH2:5][N:4]([CH3:19])[C:3](=[O:20])[C@@H:2]([NH:1][C:34](=[O:36])[C@@H:33]([C@H:27]2[C@H:26]([OH:35])[C@@H:25](/[CH:24]=[CH:23]/[C:22]([CH3:39])([CH3:21])[CH3:40])[O:30][C:29]([CH3:32])([CH3:31])[O:28]2)[O:37][CH3:38])[CH2:8][CH2:7]1)=[N+:17]=[N-:18]. The catalyst class is: 32. Reactant: [NH2:1][C@H:2]1[CH2:8][CH2:7][C@@H:6]([O:9][CH2:10][CH2:11][CH2:12][CH2:13][CH2:14][CH2:15][N:16]=[N+:17]=[N-:18])[CH2:5][N:4]([CH3:19])[C:3]1=[O:20].[CH3:21][C:22]([CH3:40])([CH3:39])/[CH:23]=[CH:24]/[C@H:25]1[O:30][C:29]([CH3:32])([CH3:31])[O:28][CH:27]2[CH:33]([O:37][CH3:38])[C:34](=[O:36])[O:35][C@H:26]12.